This data is from Reaction yield outcomes from USPTO patents with 853,638 reactions. The task is: Predict the reaction yield, written as a fraction of the theoretical maximum amount of product (1.0 means a 100% yield; for example, 0.34 means a 34% yield). (1) The reactants are Br[C:2]1[CH:3]=[C:4]([C:8]2([C:18]3[CH:23]=[C:22]([CH3:24])[C:21]([O:25][CH2:26][F:27])=[C:20]([CH3:28])[CH:19]=3)[C:16]3[C:11](=[N:12][CH:13]=[CH:14][CH:15]=3)[C:10]([NH2:17])=[N:9]2)[CH:5]=[CH:6][CH:7]=1.[N:29]1[CH:34]=[C:33](B(O)O)[CH:32]=[N:31][CH:30]=1.C(=O)([O-])[O-].[Na+].[Na+]. The catalyst is C1COCC1.Cl[Pd]Cl.C1(P(C2C=CC=CC=2)[C-]2C=CC=C2)C=CC=CC=1.[C-]1(P(C2C=CC=CC=2)C2C=CC=CC=2)C=CC=C1.[Fe+2]. The product is [F:27][CH2:26][O:25][C:21]1[C:22]([CH3:24])=[CH:23][C:18]([C:8]2([C:4]3[CH:5]=[CH:6][CH:7]=[C:2]([C:33]4[CH:34]=[N:29][CH:30]=[N:31][CH:32]=4)[CH:3]=3)[C:16]3[C:11](=[N:12][CH:13]=[CH:14][CH:15]=3)[C:10]([NH2:17])=[N:9]2)=[CH:19][C:20]=1[CH3:28]. The yield is 0.330. (2) The reactants are [NH2:1][CH2:2][CH:3]([C:5]1[CH:10]=[CH:9][C:8]([Br:11])=[CH:7][CH:6]=1)[OH:4].[OH-].[Na+].[Cl:14][CH2:15][C:16](Cl)=[O:17]. The catalyst is C(Cl)Cl.O. The product is [Br:11][C:8]1[CH:9]=[CH:10][C:5]([CH:3]([OH:4])[CH2:2][NH:1][C:16](=[O:17])[CH2:15][Cl:14])=[CH:6][CH:7]=1. The yield is 0.760. (3) The reactants are Br.[Br:2][CH2:3][CH2:4][CH2:5][NH2:6].C(N(CC)CC)C.[CH3:14][C:15]([O:18][C:19](O[C:19]([O:18][C:15]([CH3:17])([CH3:16])[CH3:14])=[O:20])=[O:20])([CH3:17])[CH3:16].C(OCC)(=O)C. The catalyst is ClCCl. The product is [C:19]([CH:5]([NH2:6])[CH2:4][CH2:3][Br:2])([O:18][C:15]([CH3:17])([CH3:16])[CH3:14])=[O:20]. The yield is 0.980. (4) The reactants are [OH-].[K+].C([O:5][C:6]([C:8]1([CH2:11][CH2:12][CH2:13][CH2:14][CH2:15][CH2:16][CH2:17][CH2:18][CH2:19][CH2:20][CH2:21][CH2:22][C:23]2([CH:26]([F:28])[F:27])[CH2:25][CH2:24]2)[CH2:10][CH2:9]1)=[O:7])C.Cl. The catalyst is C(O)C.O. The product is [F:27][CH:26]([F:28])[C:23]1([CH2:22][CH2:21][CH2:20][CH2:19][CH2:18][CH2:17][CH2:16][CH2:15][CH2:14][CH2:13][CH2:12][CH2:11][C:8]2([C:6]([OH:7])=[O:5])[CH2:9][CH2:10]2)[CH2:25][CH2:24]1. The yield is 0.695. (5) The reactants are [F:1][C:2]([F:20])([F:19])[C:3]1[CH:4]=[C:5]([CH:16]=[CH:17][CH:18]=1)[CH2:6][N:7]1[CH2:12][CH2:11][N:10]([C:13](Cl)=[O:14])[CH2:9][CH2:8]1.[S-:21][C:22]#[N:23].[NH4+].[NH2:25][C:26]1[C:27](Cl)=[N:28][CH:29]=[CH:30][C:31]=1[O:32][CH3:33]. The catalyst is CC(C)=O. The product is [CH3:33][O:32][C:31]1[CH:30]=[CH:29][N:28]=[C:27]2[S:21][C:22]([NH:23][C:13]([N:10]3[CH2:11][CH2:12][N:7]([CH2:6][C:5]4[CH:16]=[CH:17][CH:18]=[C:3]([C:2]([F:20])([F:19])[F:1])[CH:4]=4)[CH2:8][CH2:9]3)=[O:14])=[N:25][C:26]=12. The yield is 0.150. (6) The reactants are [OH:1][CH2:2][CH2:3][CH2:4][N:5]1[C:13](=[O:14])[C:12]2[C:7](=[CH:8][CH:9]=[CH:10][CH:11]=2)[C:6]1=[O:15]. The catalyst is CC(=O)OCC. The product is [O:15]=[C:6]1[C:7]2[C:12](=[CH:11][CH:10]=[CH:9][CH:8]=2)[C:13](=[O:14])[N:5]1[CH2:4][CH2:3][CH:2]=[O:1]. The yield is 1.00. (7) The reactants are F[C:2](F)(F)[C:3](O)=O.[Cl:8][C:9]1[CH:10]=[CH:11][C:12]([NH:15][C:16](=[O:33])[C:17]2[CH:22]=[C:21]([CH3:23])[CH:20]=[CH:19][C:18]=2[NH:24][C:25]([CH:27]2[CH2:32][CH2:31][NH:30][CH2:29][CH2:28]2)=[O:26])=[N:13][CH:14]=1.[C:34](O)(=O)C.C([BH3-])#N.[Na+].[Cl-].[NH4+]. The catalyst is CO.CC(C)=O. The product is [ClH:8].[Cl:8][C:9]1[CH:10]=[CH:11][C:12]([NH:15][C:16](=[O:33])[C:17]2[CH:22]=[C:21]([CH3:23])[CH:20]=[CH:19][C:18]=2[NH:24][C:25]([CH:27]2[CH2:32][CH2:31][N:30]([CH:2]([CH3:3])[CH3:34])[CH2:29][CH2:28]2)=[O:26])=[N:13][CH:14]=1. The yield is 0.880.